This data is from Cav3 T-type calcium channel HTS with 100,875 compounds. The task is: Binary Classification. Given a drug SMILES string, predict its activity (active/inactive) in a high-throughput screening assay against a specified biological target. (1) The compound is Fc1c(C2c3c([nH][nH]c3C)=NC(=O)C2)cccc1. The result is 0 (inactive). (2) The compound is S(CCS(=O)CC)C(N)=N. The result is 0 (inactive). (3) The drug is S(c1n(Cc2ccccc2)ccn1)CC(=O)Nc1cc(c(cc1)C)C. The result is 1 (active). (4) The molecule is s1c2n3C=4CC(CC(=O)C4C(C(=c3[nH]c(=O)c2c2c1CCCCC2)C#N)c1ccc(OC)cc1)(C)C. The result is 0 (inactive). (5) The compound is O(CCCNC1CCCC1)c1ccc(OCc2ccccc2)cc1. The result is 0 (inactive).